Dataset: Reaction yield outcomes from USPTO patents with 853,638 reactions. Task: Predict the reaction yield, written as a fraction of the theoretical maximum amount of product (1.0 means a 100% yield; for example, 0.34 means a 34% yield). (1) The reactants are [C:1]([O:4][C@H:5]1[C@@H:10]([O:11][C:12](=[O:14])[CH3:13])[C@H:9]([O:15][C:16](=[O:18])[CH3:17])[C@@H:8]([CH2:19][O:20][C:21](=[O:23])[CH3:22])[O:7][C@@H:6]1[O:24][C@H:25]1[C@H:30]([O:31][C:32](=[O:34])[CH3:33])[C@@H:29]([CH2:35][O:36][C:37](=[O:39])[CH3:38])[O:28][C@H:27]([O:40][C@H:41]2[C@H:46]([O:47][C:48](=[O:50])[CH3:49])[C@@H:45]([CH2:51][O:52][C:53](=[O:55])[CH3:54])[O:44][C@H:43]([O:56][C@H:57]3[C@H:62]([O:63][C:64](=[O:66])[CH3:65])[C@@H:61]([CH2:67][O:68][C:69](=[O:71])[CH3:70])[O:60][C@H:59]([O:72][C@H:73]4[C@@H:94]([O:95][C:96](=[O:98])[CH3:97])[C@H:93]([O:99][C:100](=[O:102])[CH3:101])[C@@H:92]([CH2:103][O:104][C:105](=[O:107])[CH3:106])[O:91][C@@H:74]4[O:75][CH2:76][CH2:77][CH2:78][CH2:79][CH2:80][CH2:81][CH2:82][CH2:83][CH2:84][CH2:85][CH2:86][CH2:87][N:88]=[N+:89]=[N-:90])[C@H:58]3[O:108][C:109](=[O:111])[CH3:110])[C@H:42]2[O:112][C:113](=[O:115])[CH3:114])[C@H:26]1[O:116][C:117](=[O:119])[CH3:118])(=[O:3])[CH3:2].[C:120]1([C:126]#[CH:127])[CH:125]=[CH:124][CH:123]=[CH:122][CH:121]=1.O=C1O[C@H]([C@H](CO)O)C([O-])=C1O.[Na+]. The catalyst is S([O-])([O-])(=O)=O.[Cu+2].C(O)(C)(C)C. The product is [C:1]([O:4][C@H:5]1[C@@H:10]([O:11][C:12](=[O:14])[CH3:13])[C@H:9]([O:15][C:16](=[O:18])[CH3:17])[C@@H:8]([CH2:19][O:20][C:21](=[O:23])[CH3:22])[O:7][C@@H:6]1[O:24][C@H:25]1[C@H:30]([O:31][C:32](=[O:34])[CH3:33])[C@@H:29]([CH2:35][O:36][C:37](=[O:39])[CH3:38])[O:28][C@H:27]([O:40][C@H:41]2[C@H:46]([O:47][C:48](=[O:50])[CH3:49])[C@@H:45]([CH2:51][O:52][C:53](=[O:55])[CH3:54])[O:44][C@H:43]([O:56][C@H:57]3[C@H:62]([O:63][C:64](=[O:66])[CH3:65])[C@@H:61]([CH2:67][O:68][C:69](=[O:71])[CH3:70])[O:60][C@H:59]([O:72][C@H:73]4[C@@H:94]([O:95][C:96](=[O:98])[CH3:97])[C@H:93]([O:99][C:100](=[O:102])[CH3:101])[C@@H:92]([CH2:103][O:104][C:105](=[O:107])[CH3:106])[O:91][C@@H:74]4[O:75][CH2:76][CH2:77][CH2:78][CH2:79][CH2:80][CH2:81][CH2:82][CH2:83][CH2:84][CH2:85][CH2:86][CH2:87][N:88]4[CH:127]=[C:126]([C:120]5[CH:125]=[CH:124][CH:123]=[CH:122][CH:121]=5)[N:90]=[N:89]4)[C@H:58]3[O:108][C:109](=[O:111])[CH3:110])[C@H:42]2[O:112][C:113](=[O:115])[CH3:114])[C@H:26]1[O:116][C:117](=[O:119])[CH3:118])(=[O:3])[CH3:2]. The yield is 0.620. (2) The reactants are [CH2:1]([O:5][C:6]1[CH:13]=[CH:12][CH:11]=[C:10]([N+:14]([O-])=O)[C:7]=1[C:8]#[N:9])[CH:2]([CH3:4])[CH3:3]. The catalyst is CC(O)=O.C1COCC1.CCOC(C)=O.[Fe]. The product is [NH2:14][C:10]1[CH:11]=[CH:12][CH:13]=[C:6]([O:5][CH2:1][CH:2]([CH3:4])[CH3:3])[C:7]=1[C:8]#[N:9]. The yield is 0.830. (3) The reactants are [NH2:1][C:2]1[C:7]([C:8]2[CH:13]=[CH:12][C:11]([CH2:14][C:15]([OH:17])=O)=[CH:10][CH:9]=2)=[C:6]([O:18][C:19]2[CH:24]=[CH:23][C:22]([N+:25]([O-:27])=[O:26])=[CH:21][C:20]=2[F:28])[CH:5]=[CH:4][N:3]=1.C1C[N:32]([P+](ON2N=NC3C=CC=CC2=3)(N2CCCC2)N2CCCC2)CC1.F[P-](F)(F)(F)(F)F.C1C=CC2N(O)N=NC=2C=1.CCN(C(C)C)C(C)C.[NH4+].[Cl-]. The catalyst is CN(C=O)C. The product is [NH2:1][C:2]1[C:7]([C:8]2[CH:9]=[CH:10][C:11]([CH2:14][C:15]([NH2:32])=[O:17])=[CH:12][CH:13]=2)=[C:6]([O:18][C:19]2[CH:24]=[CH:23][C:22]([N+:25]([O-:27])=[O:26])=[CH:21][C:20]=2[F:28])[CH:5]=[CH:4][N:3]=1. The yield is 0.620. (4) The reactants are [CH3:1][O:2][C:3]1[CH:8]=[CH:7][C:6]([CH:9]=[CH:10][C:11]([OH:13])=O)=[CH:5][CH:4]=1.[CH3:14][CH:15]([CH3:22])[CH2:16][CH:17]([NH2:21])[CH2:18][CH2:19][CH3:20]. No catalyst specified. The product is [CH3:1][O:2][C:3]1[CH:4]=[CH:5][C:6]([CH:9]=[CH:10][C:11]([NH:21][CH:17]([CH2:18][CH2:19][CH3:20])[CH2:16][CH:15]([CH3:22])[CH3:14])=[O:13])=[CH:7][CH:8]=1. The yield is 0.650. (5) The reactants are C[O:2][C:3](=[O:29])/[CH:4]=[CH:5]/[C:6]1[CH:27]=[C:26]2[C:9]([C:10](=[O:28])[CH2:11][C:12]3([O:25]2)[CH2:17][CH2:16][N:15]([C:18]([O:20][C:21]([CH3:24])([CH3:23])[CH3:22])=[O:19])[CH2:14][CH2:13]3)=[CH:8][CH:7]=1.[OH-].[Na+]. No catalyst specified. The product is [C:21]([O:20][C:18]([N:15]1[CH2:16][CH2:17][C:12]2([CH2:11][C:10](=[O:28])[C:9]3[C:26](=[CH:27][C:6](/[CH:5]=[CH:4]/[C:3]([OH:29])=[O:2])=[CH:7][CH:8]=3)[O:25]2)[CH2:13][CH2:14]1)=[O:19])([CH3:24])([CH3:22])[CH3:23]. The yield is 0.960.